Dataset: Reaction yield outcomes from USPTO patents with 853,638 reactions. Task: Predict the reaction yield, written as a fraction of the theoretical maximum amount of product (1.0 means a 100% yield; for example, 0.34 means a 34% yield). The reactants are Cl.CC(C)([S@]([NH:7][CH:8]([C:10]1[CH:11]=[C:12]([C:27]([N:29]([CH3:31])[CH3:30])=[O:28])[CH:13]=[C:14]2[C:19]=1[O:18][C:17]([N:20]1[CH2:25][CH2:24][O:23][CH2:22][CH2:21]1)=[CH:16][C:15]2=[O:26])[CH3:9])=O)C. The catalyst is O1CCOCC1. The product is [NH2:7][CH:8]([C:10]1[CH:11]=[C:12]([C:27]([N:29]([CH3:30])[CH3:31])=[O:28])[CH:13]=[C:14]2[C:19]=1[O:18][C:17]([N:20]1[CH2:25][CH2:24][O:23][CH2:22][CH2:21]1)=[CH:16][C:15]2=[O:26])[CH3:9]. The yield is 0.890.